This data is from Catalyst prediction with 721,799 reactions and 888 catalyst types from USPTO. The task is: Predict which catalyst facilitates the given reaction. (1) Reactant: [F:1][C:2]1[CH:12]=[CH:11][C:5]2[NH:6][C:7](=[O:10])[CH2:8][O:9][C:4]=2[CH:3]=1.[C:13](O[C:13]([O:15][C:16]([CH3:19])([CH3:18])[CH3:17])=[O:14])([O:15][C:16]([CH3:19])([CH3:18])[CH3:17])=[O:14].CCOC(C)=O. Product: [F:1][C:2]1[CH:12]=[CH:11][C:5]2[N:6]([C:13]([O:15][C:16]([CH3:19])([CH3:18])[CH3:17])=[O:14])[C:7](=[O:10])[CH2:8][O:9][C:4]=2[CH:3]=1. The catalyst class is: 230. (2) Reactant: O.[NH2:2][NH2:3].[F:4][C:5]1[CH:6]=[N:7][CH:8]=[C:9]([CH:15]=1)[C:10](OCC)=[O:11]. Product: [F:4][C:5]1[CH:6]=[N:7][CH:8]=[C:9]([CH:15]=1)[C:10]([NH:2][NH2:3])=[O:11]. The catalyst class is: 14.